The task is: Predict which catalyst facilitates the given reaction.. This data is from Catalyst prediction with 721,799 reactions and 888 catalyst types from USPTO. (1) Reactant: [C:1]1([CH3:19])[CH:6]=[CH:5][C:4]([S:7]([N:10]2[CH2:15][CH2:14][S:13][CH2:12][C@H:11]2[C:16]([OH:18])=[O:17])(=[O:9])=[O:8])=[CH:3][CH:2]=1.[C:20]1([CH:26]=[CH:27][CH2:28]O)[CH:25]=[CH:24][CH:23]=[CH:22][CH:21]=1.C1CCC(N=C=NC2CCCCC2)CC1. Product: [C:20]1([CH:26]=[CH:27][CH2:28][O:17][C:16]([C@@H:11]2[CH2:12][S:13][CH2:14][CH2:15][N:10]2[S:7]([C:4]2[CH:3]=[CH:2][C:1]([CH3:19])=[CH:6][CH:5]=2)(=[O:9])=[O:8])=[O:18])[CH:25]=[CH:24][CH:23]=[CH:22][CH:21]=1. The catalyst class is: 79. (2) Reactant: [Br:1][C:2]1[CH:7]=[C:6]([CH2:8][CH2:9][CH2:10][OH:11])[CH:5]=[C:4]([Br:12])[C:3]=1[OH:13].CC(C)([O-])C.[K+].[Cl:20][C:21]1[N:22]=[N:23][C:24](Cl)=[CH:25][C:26]=1[CH:27]([CH3:29])[CH3:28]. Product: [Br:1][C:2]1[CH:7]=[C:6]([CH2:8][CH2:9][CH2:10][OH:11])[CH:5]=[C:4]([Br:12])[C:3]=1[O:13][C:24]1[N:23]=[N:22][C:21]([Cl:20])=[C:26]([CH:27]([CH3:29])[CH3:28])[CH:25]=1. The catalyst class is: 395. (3) Reactant: O=[C:2]([CH3:18])[CH:3]([NH:9][C:10]([C:12]1[CH:13]=[N:14][CH:15]=[CH:16][CH:17]=1)=[O:11])[CH2:4][C:5]([O:7][CH3:8])=[O:6].P(Cl)(Cl)(Cl)=O. Product: [CH3:8][O:7][C:5](=[O:6])[CH2:4][C:3]1[N:9]=[C:10]([C:12]2[CH:13]=[N:14][CH:15]=[CH:16][CH:17]=2)[O:11][C:2]=1[CH3:18]. The catalyst class is: 11. (4) Reactant: S(Cl)(Cl)=O.[C:5]([NH:8][C:9]1[CH:10]=[C:11]2[C:16](=[CH:17][CH:18]=1)[O:15][CH:14]([CH2:19][C:20]([OH:22])=[O:21])[CH2:13][CH2:12]2)(=[O:7])[CH3:6].N.[Cl-].[NH4+].[CH2:26](O)[CH3:27]. Product: [C:5]([NH:8][C:9]1[CH:10]=[C:11]2[C:16](=[CH:17][CH:18]=1)[O:15][CH:14]([CH2:19][C:20]([O:22][CH2:26][CH3:27])=[O:21])[CH2:13][CH2:12]2)(=[O:7])[CH3:6]. The catalyst class is: 6. (5) Reactant: [NH:1]1[CH:5]=[C:4]([C:6]2[C:7]3[CH:14]=[CH:13][N:12]([CH2:15][O:16][CH2:17][CH2:18][Si:19]([CH3:22])([CH3:21])[CH3:20])[C:8]=3[N:9]=[CH:10][N:11]=2)[CH:3]=[N:2]1.C1CCN2C(=NCCC2)CC1.[CH:34](=[O:39])/[CH:35]=[CH:36]/[CH2:37][CH3:38].O. Product: [CH3:20][Si:19]([CH3:22])([CH3:21])[CH2:18][CH2:17][O:16][CH2:15][N:12]1[C:8]2[N:9]=[CH:10][N:11]=[C:6]([C:4]3[CH:5]=[N:1][N:2]([CH:36]([CH2:37][CH3:38])[CH2:35][CH:34]=[O:39])[CH:3]=3)[C:7]=2[CH:14]=[CH:13]1. The catalyst class is: 10.